Dataset: Full USPTO retrosynthesis dataset with 1.9M reactions from patents (1976-2016). Task: Predict the reactants needed to synthesize the given product. (1) Given the product [CH2:17]([N:7]1[CH2:8][C@H:9]([C:10]2[CH:11]=[CH:12][C:13]([Cl:16])=[CH:14][CH:15]=2)[C@@H:5]([CH2:3][OH:2])[CH2:6]1)[C:18]1[CH:19]=[CH:20][CH:21]=[CH:22][CH:23]=1, predict the reactants needed to synthesize it. The reactants are: C[O:2][C:3]([C@@H:5]1[C@@H:9]([C:10]2[CH:15]=[CH:14][C:13]([Cl:16])=[CH:12][CH:11]=2)[CH2:8][N:7]([CH2:17][C:18]2[CH:23]=[CH:22][CH:21]=[CH:20][CH:19]=2)[CH2:6]1)=O.[H-].[H-].[H-].[H-].[Li+].[Al+3].O.[OH-].[Na+]. (2) The reactants are: [Cl:1][C:2]1[CH:3]=[C:4]([C@@H:12]([CH2:22][CH:23]2[CH2:27][CH2:26][CH2:25][CH2:24]2)[C:13]([NH:15][C:16]2[CH:20]=[CH:19][N:18]([CH3:21])[N:17]=2)=[O:14])[CH:5]=[CH:6][C:7]=1[S:8]([CH3:11])(=[O:10])=[O:9].C(Cl)(=O)C(Cl)=O.N1C(C)=[CH:38][CH:37]=[CH:36][C:35]=1[CH3:41].C(N1C=CC(N)=N1)CCCCC. Given the product [Cl:1][C:2]1[CH:3]=[C:4]([C@@H:12]([CH2:22][CH:23]2[CH2:24][CH2:25][CH2:26][CH2:27]2)[C:13]([NH:15][C:16]2[CH:20]=[CH:19][N:18]([CH2:21][CH2:41][CH2:35][CH2:36][CH2:37][CH3:38])[N:17]=2)=[O:14])[CH:5]=[CH:6][C:7]=1[S:8]([CH3:11])(=[O:10])=[O:9], predict the reactants needed to synthesize it. (3) Given the product [Br:15][C:7]1[CH:8]=[C:9]([C:11]([CH3:14])([CH3:13])[CH3:12])[CH:10]=[C:5]([C:1]([CH3:4])([CH3:2])[CH3:3])[C:6]=1[O:16][CH2:19][O:20][CH3:21], predict the reactants needed to synthesize it. The reactants are: [C:1]([C:5]1[CH:10]=[C:9]([C:11]([CH3:14])([CH3:13])[CH3:12])[CH:8]=[C:7]([Br:15])[C:6]=1[OH:16])([CH3:4])([CH3:3])[CH3:2].[H-].[Na+].[CH3:19][O:20][CH2:21]Cl.Cl.C(OCC)C. (4) Given the product [F:16][C:13]([F:14])([F:15])[C:8]([C:5]1[CH:4]=[CH:3][C:2]([NH2:1])=[CH:7][CH:6]=1)([O:17][CH3:18])[C:9]([F:10])([F:11])[F:12], predict the reactants needed to synthesize it. The reactants are: [NH2:1][C:2]1[CH:7]=[CH:6][C:5]([C:8]([OH:17])([C:13]([F:16])([F:15])[F:14])[C:9]([F:12])([F:11])[F:10])=[CH:4][CH:3]=1.[CH3:18]C(OC(/N=N/C(OC(C)C)=O)=O)C.C1C=CC(P(C2C=CC=CC=2)C2C=CC=CC=2)=CC=1.CO.